Dataset: Catalyst prediction with 721,799 reactions and 888 catalyst types from USPTO. Task: Predict which catalyst facilitates the given reaction. (1) Reactant: [C:1]1([S:7]([NH2:10])(=[O:9])=[O:8])[CH:6]=[CH:5][CH:4]=[CH:3][CH:2]=1.[H-].[Na+].[Cl:13][C:14]1[CH:15]=[C:16]([NH:30][C:31]2[C:40]3[C:35](=[CH:36][C:37]([O:43][CH2:44][CH2:45][CH2:46]Cl)=[C:38]([O:41][CH3:42])[CH:39]=3)[N:34]=[CH:33][C:32]=2[C:48]#[N:49])[CH:17]=[CH:18][C:19]=1[S:20][C:21]1[N:22]([CH2:28][CH3:29])[C:23]([CH3:27])=[C:24]([CH3:26])[N:25]=1. Product: [Cl:13][C:14]1[CH:15]=[C:16]([NH:30][C:31]2[C:40]3[C:35](=[CH:36][C:37]([O:43][CH2:44][CH2:45][CH2:46][NH:10][S:7]([C:1]4[CH:6]=[CH:5][CH:4]=[CH:3][CH:2]=4)(=[O:9])=[O:8])=[C:38]([O:41][CH3:42])[CH:39]=3)[N:34]=[CH:33][C:32]=2[C:48]#[N:49])[CH:17]=[CH:18][C:19]=1[S:20][C:21]1[N:22]([CH2:28][CH3:29])[C:23]([CH3:27])=[C:24]([CH3:26])[N:25]=1. The catalyst class is: 163. (2) Reactant: [Cl:1][C:2]1[C:16]([CH3:17])=[CH:15][C:5]2[NH:6][C:7]([CH:9]([OH:14])[C:10]([F:13])([F:12])[F:11])=[N:8][C:4]=2[CH:3]=1.CC1(C)N([O-])C(C)(C)CC(OC)C1.[Br-].[K+].Cl[O-].[Na+]. The catalyst class is: 299. Product: [Cl:1][C:2]1[C:16]([CH3:17])=[CH:15][C:5]2[NH:6][C:7]([C:9](=[O:14])[C:10]([F:12])([F:11])[F:13])=[N:8][C:4]=2[CH:3]=1. (3) Reactant: [CH2:1]([N:8]([CH2:19][CH2:20][OH:21])[C:9](=O)[CH2:10][C:11]1[C:12]([Cl:17])=[N:13][CH:14]=[CH:15][CH:16]=1)[C:2]1[CH:7]=[CH:6][CH:5]=[CH:4][CH:3]=1.CO. Product: [CH2:1]([N:8]([CH2:9][CH2:10][C:11]1[C:12]([Cl:17])=[N:13][CH:14]=[CH:15][CH:16]=1)[CH2:19][CH2:20][OH:21])[C:2]1[CH:3]=[CH:4][CH:5]=[CH:6][CH:7]=1. The catalyst class is: 1. (4) Reactant: [Li]CCCC.CCCCCC.[CH3:12][O:13][C:14](=[O:18])[CH:15]([CH3:17])[CH3:16].I[CH2:20][CH2:21][CH2:22][CH2:23][CH2:24][CH2:25][C:26]1[CH:31]=[CH:30][CH:29]=[CH:28][CH:27]=1. Product: [CH3:12][O:13][C:14](=[O:18])[C:15]([CH3:17])([CH3:16])[CH2:20][CH2:21][CH2:22][CH2:23][CH2:24][CH2:25][C:26]1[CH:31]=[CH:30][CH:29]=[CH:28][CH:27]=1. The catalyst class is: 116. (5) Reactant: Br[C:2]1[N:6]=[C:5]([NH:7][C:8](=[O:14])[O:9][C:10]([CH3:13])([CH3:12])[CH3:11])[S:4][N:3]=1.[NH:15]1[C:23]2[C:18](=[CH:19][C:20](B(O)O)=[CH:21][CH:22]=2)[CH:17]=[CH:16]1.C([O-])([O-])=O.[K+].[K+]. Product: [NH:15]1[C:23]2[C:18](=[CH:19][C:20]([C:2]3[N:6]=[C:5]([NH:7][C:8](=[O:14])[O:9][C:10]([CH3:13])([CH3:12])[CH3:11])[S:4][N:3]=3)=[CH:21][CH:22]=2)[CH:17]=[CH:16]1. The catalyst class is: 77. (6) Reactant: C(OC([N:8]1[CH2:13][CH2:12][N:11]([CH2:14][CH2:15][CH2:16][O:17][C:18]2[CH:23]=[CH:22][C:21]([C:24]([N:26]3[CH2:35][CH2:34][C:33]4[N:32]=[C:31]([CH3:36])[N:30]([CH2:37][C:38]5[CH:43]=[CH:42][CH:41]=[CH:40][CH:39]=5)[C:29]=4[C:28]4[CH:44]=[CH:45][CH:46]=[CH:47][C:27]3=4)=[O:25])=[CH:20][C:19]=2[F:48])[CH2:10][CH2:9]1)=O)(C)(C)C.[ClH:49]. Product: [ClH:49].[ClH:49].[CH2:37]([N:30]1[C:29]2[C:28]3[CH:44]=[CH:45][CH:46]=[CH:47][C:27]=3[N:26]([C:24]([C:21]3[CH:22]=[CH:23][C:18]([O:17][CH2:16][CH2:15][CH2:14][N:11]4[CH2:12][CH2:13][NH:8][CH2:9][CH2:10]4)=[C:19]([F:48])[CH:20]=3)=[O:25])[CH2:35][CH2:34][C:33]=2[N:32]=[C:31]1[CH3:36])[C:38]1[CH:43]=[CH:42][CH:41]=[CH:40][CH:39]=1. The catalyst class is: 71.